This data is from Forward reaction prediction with 1.9M reactions from USPTO patents (1976-2016). The task is: Predict the product of the given reaction. (1) Given the reactants Br[C:2]1[CH:10]=[C:9]([Cl:11])[CH:8]=[CH:7][C:3]=1[C:4]([OH:6])=[O:5].[NH2:12][C:13]1[CH:18]=[CH:17][CH:16]=[C:15]([NH2:19])[N:14]=1.C([O-])([O-])=O.[K+].[K+].O, predict the reaction product. The product is: [NH2:12][C:13]1[N:14]=[C:15]([NH:19][C:2]2[CH:10]=[C:9]([Cl:11])[CH:8]=[CH:7][C:3]=2[C:4]([OH:6])=[O:5])[CH:16]=[CH:17][CH:18]=1. (2) The product is: [C:1]1(=[CH:4][C:5]([O:7][Si:8]([CH2:13][CH3:14])([CH2:11][CH3:12])[CH2:9][CH3:10])=[CH2:6])[CH2:3][CH2:2]1. Given the reactants [C:1]1(=[CH:4][C:5](=[O:7])[CH3:6])[CH2:3][CH2:2]1.[Si:8](OS(C(F)(F)F)(=O)=O)([CH2:13][CH3:14])([CH2:11][CH3:12])[CH2:9][CH3:10].CCN(CC)CC, predict the reaction product. (3) The product is: [Br:6][C:7]1[CH:15]=[C:14]2[C:10]([C:11]([CH3:1])([CH3:12])[C:27](=[O:30])[NH:13]2)=[CH:9][CH:8]=1.[Br:6][C:7]1[CH:15]=[C:19]2[C:20]([C:2]([CH3:3])([CH3:1])[C:27](=[O:30])[N:18]2[CH3:24])=[CH:9][CH:8]=1. Given the reactants [CH2:1]([Li])[CH2:2][CH2:3]C.[Br:6][C:7]1[CH:15]=[C:14]2[C:10]([CH2:11][C:12](=O)[NH:13]2)=[CH:9][CH:8]=1.[CH3:20][N:18]([CH3:24])[CH2:19][CH2:20][N:18]([CH3:24])[CH3:19].IC.[C:27](=[O:30])([O-])O.[Na+], predict the reaction product. (4) The product is: [F:1][C:2]1[CH:3]=[CH:4][C:5]2[O:10][CH2:9][CH2:8][N:7]([C:13]3[CH:20]=[CH:19][C:16]([C:17]#[N:18])=[CH:15][C:14]=3[O:21][CH3:22])[C:6]=2[CH:11]=1. Given the reactants [F:1][C:2]1[CH:3]=[CH:4][C:5]2[O:10][CH2:9][CH2:8][NH:7][C:6]=2[CH:11]=1.Br[C:13]1[CH:20]=[CH:19][C:16]([C:17]#[N:18])=[CH:15][C:14]=1[O:21][CH3:22].CC(C)([O-])C.[Na+].CC1(C)C2C(=C(P(C3C=CC=CC=3)C3C=CC=CC=3)C=CC=2)OC2C(P(C3C=CC=CC=3)C3C=CC=CC=3)=CC=CC1=2.BrC1N=C(N(CC2C=CC(OC)=CC=2)S(C2C=CC3N(C4C=CC(C(F)(F)F)=CC=4Cl)CCOC=3C=2)(=O)=O)SN=1, predict the reaction product.